Dataset: Retrosynthesis with 50K atom-mapped reactions and 10 reaction types from USPTO. Task: Predict the reactants needed to synthesize the given product. (1) The reactants are: CCOC1(c2ccc(C#Cc3ccc(CC(=O)OC)cc3)cc2C(C)(C)C)CC1. Given the product CCOC1(c2ccc(C#Cc3ccc(CC(=O)O)cc3)cc2C(C)(C)C)CC1, predict the reactants needed to synthesize it. (2) The reactants are: C[N+](C)(C)[O-].FC(F)(F)CCCCCBr. Given the product O=CCCCCC(F)(F)F, predict the reactants needed to synthesize it. (3) Given the product CCOC(=O)[C@@H]1C[C@H]1/C=C/c1ccc(-c2nc3ccccc3o2)cc1, predict the reactants needed to synthesize it. The reactants are: CCOC(=O)C1CC1C=O.c1ccc([P+](Cc2ccc(-c3nc4ccccc4o3)cc2)(c2ccccc2)c2ccccc2)cc1. (4) Given the product CC(C)(C)C(=O)Oc1ccc(C(=O)NCc2nc(-c3ccncc3)n[nH]2)c(OC(=O)C(C)(C)C)c1, predict the reactants needed to synthesize it. The reactants are: CC(C)(C)C(=O)Oc1ccc(C(=O)O)c(OC(=O)C(C)(C)C)c1.NCc1nc(-c2ccncc2)n[nH]1. (5) Given the product CCc1ccc(-c2ccc(Nc3ccc(C)cc3)cc2)cc1, predict the reactants needed to synthesize it. The reactants are: CCc1ccc(-c2ccc(N(C(C)=O)c3ccc(C)cc3)cc2)cc1.